From a dataset of Reaction yield outcomes from USPTO patents with 853,638 reactions. Predict the reaction yield, written as a fraction of the theoretical maximum amount of product (1.0 means a 100% yield; for example, 0.34 means a 34% yield). (1) The reactants are [CH2:1]([C:3]1[O:7][N:6]=[C:5]([C:8]([OH:10])=O)[CH:4]=1)[CH3:2].C(Cl)(=O)C(Cl)=O.[N-:17]=[N+:18]=[N-:19].[Na+]. The catalyst is C1C=CC=CC=1.O. The product is [CH2:1]([C:3]1[O:7][N:6]=[C:5]([C:8]([N:17]=[N+:18]=[N-:19])=[O:10])[CH:4]=1)[CH3:2]. The yield is 0.880. (2) The reactants are [CH2:1]([N:3]1[C:7]([C:8]2[CH:13]=[CH:12][N:11]=[CH:10][CH:9]=2)=[N:6][NH:5][C:4]1=S)[CH3:2]. The catalyst is [Ni].C(O)C. The product is [CH2:1]([N:3]1[CH:4]=[N:5][N:6]=[C:7]1[C:8]1[CH:13]=[CH:12][N:11]=[CH:10][CH:9]=1)[CH3:2]. The yield is 0.813. (3) The reactants are [Br:1][C:2]1[C:7]([O:8][CH3:9])=[CH:6][CH:5]=[CH:4][N:3]=1.[N+:10]([O-])([OH:12])=[O:11]. The catalyst is OS(O)(=O)=O. The product is [Br:1][C:2]1[C:7]([O:8][CH3:9])=[CH:6][CH:5]=[C:4]([N+:10]([O-:12])=[O:11])[N:3]=1. The yield is 0.550. (4) The reactants are Br[C:2]1[CH:7]=[CH:6][CH:5]=[CH:4][C:3]=1[CH2:8][CH2:9][C:10]([N:12]([CH:22]([CH3:24])[CH3:23])[NH:13][C:14](=[O:21])[C:15]1[CH:20]=[CH:19][CH:18]=[CH:17][CH:16]=1)=[O:11].C([O-])([O-])=O.[Na+].[Na+].[CH3:31][O:32][C:33]1[CH:38]=[CH:37][C:36](B(O)O)=[CH:35][CH:34]=1. The yield is 0.660. The catalyst is COCCOC. The product is [CH:22]([N:12]([C:10](=[O:11])[CH2:9][CH2:8][C:3]1[CH:4]=[CH:5][CH:6]=[CH:7][C:2]=1[C:36]1[CH:37]=[CH:38][C:33]([O:32][CH3:31])=[CH:34][CH:35]=1)[NH:13][C:14](=[O:21])[C:15]1[CH:20]=[CH:19][CH:18]=[CH:17][CH:16]=1)([CH3:24])[CH3:23]. (5) The reactants are [Cl:1][C:2]1[CH:7]=[CH:6][C:5]([CH3:8])=[CH:4][C:3]=1[O:9][CH3:10].C1C(=O)N([Br:18])C(=O)C1.CC(N=NC(C#N)(C)C)(C#N)C. The catalyst is C(Cl)(Cl)(Cl)Cl. The product is [Br:18][CH2:8][C:5]1[CH:6]=[CH:7][C:2]([Cl:1])=[C:3]([O:9][CH3:10])[CH:4]=1. The yield is 0.920. (6) The reactants are C([N:4]1[C:12]2[C:7](=[CH:8][C:9]([C:17]([O-:19])=[O:18])=[CH:10][C:11]=2[O:13]C(=O)C)[C:6]([CH2:20][CH3:21])=[N:5]1)(=O)C.[H-].[Na+].[CH2:24](O)[CH3:25]. The catalyst is CCOC(C)=O. The product is [CH2:20]([C:6]1[C:7]2[C:12](=[C:11]([OH:13])[CH:10]=[C:9]([C:17]([O:19][CH2:24][CH3:25])=[O:18])[CH:8]=2)[NH:4][N:5]=1)[CH3:21]. The yield is 0.870. (7) The reactants are [CH3:1][O:2][C:3]1[CH:8]=[CH:7][C:6]([CH2:9][C:10]([NH:12][C:13]2[CH:21]=[CH:20][C:16]([C:17]([OH:19])=O)=[CH:15][CH:14]=2)=[O:11])=[CH:5][CH:4]=1.[NH2:22][C@@H:23]([C:31]1[CH:36]=[CH:35][C:34]([OH:37])=[CH:33][CH:32]=1)[C:24]([O:26][C:27]([CH3:30])([CH3:29])[CH3:28])=[O:25].CN(C(ON1N=NC2C=CC=NC1=2)=[N+](C)C)C.F[P-](F)(F)(F)(F)F. The catalyst is CN(C=O)C.CC(=O)OCC. The product is [OH:37][C:34]1[CH:33]=[CH:32][C:31]([C@H:23]([NH:22][C:17](=[O:19])[C:16]2[CH:15]=[CH:14][C:13]([NH:12][C:10](=[O:11])[CH2:9][C:6]3[CH:5]=[CH:4][C:3]([O:2][CH3:1])=[CH:8][CH:7]=3)=[CH:21][CH:20]=2)[C:24]([O:26][C:27]([CH3:29])([CH3:28])[CH3:30])=[O:25])=[CH:36][CH:35]=1. The yield is 1.00. (8) The reactants are C([Li])CCC.[S:6]1[CH:10]=[CH:9][C:8]2[C:11]([C:15]([OH:17])=[O:16])=[CH:12][CH:13]=[CH:14][C:7]1=2.[Br:18][C:19]1[CH:20]=[N:21][C:22]([Cl:25])=[N:23][CH:24]=1.ClC1C(=O)C(C#N)=C(C#N)C(=O)C=1Cl.Cl. The catalyst is C1COCC1.C(O)(=O)C. The product is [Br:18][C:19]1[C:20]([C:10]2[S:6][C:7]3[CH:14]=[CH:13][CH:12]=[C:11]([C:15]([OH:17])=[O:16])[C:8]=3[CH:9]=2)=[N:21][C:22]([Cl:25])=[N:23][CH:24]=1. The yield is 0.420.